This data is from Ames mutagenicity test results for genotoxicity prediction. The task is: Regression/Classification. Given a drug SMILES string, predict its toxicity properties. Task type varies by dataset: regression for continuous values (e.g., LD50, hERG inhibition percentage) or binary classification for toxic/non-toxic outcomes (e.g., AMES mutagenicity, cardiotoxicity, hepatotoxicity). Dataset: ames. (1) The molecule is CC(=O)O[C@H](c1ccccc1)N(C)N=O. The result is 1 (mutagenic). (2) The molecule is COc1cc(-c2nc(-c3ccccc3)c(-c3ccccc3)[nH]2)ccc1O. The result is 1 (mutagenic). (3) The compound is CC(=O)Oc1ccccc1C(=O)Oc1ccccc1C(=O)O. The result is 0 (non-mutagenic). (4) The molecule is CC(=O)CC(=O)Nc1ccc(C)cc1. The result is 0 (non-mutagenic). (5) The compound is CCCCCCCC(=O)O. The result is 0 (non-mutagenic). (6) The result is 1 (mutagenic). The compound is Cc1cc(O)c2c(O)c3c(O)cccc3cc2c1. (7) The molecule is COC1(OC2CCC3C4CCC5CC6SC6CC5(C)C4CCC23C)CCCC1. The result is 0 (non-mutagenic). (8) The molecule is O=[N+]([O-])c1cc[n+]([O-])cc1. The result is 1 (mutagenic).